Dataset: Reaction yield outcomes from USPTO patents with 853,638 reactions. Task: Predict the reaction yield, written as a fraction of the theoretical maximum amount of product (1.0 means a 100% yield; for example, 0.34 means a 34% yield). (1) The reactants are [Br:1][C:2]1[CH:11]=[CH:10][CH:9]=[C:8]2[C:3]=1[C:4](=[O:22])[N:5]([CH2:14][C:15]1[CH:20]=[CH:19][CH:18]=[CH:17][C:16]=1[Cl:21])[C:6]([CH2:12]Cl)=[N:7]2.C(=O)([O-])[O-].[K+].[K+].[Si]([O:36][C:37]1[CH:38]=[C:39]([C:43]2[C:51]3[C:46](=[N:47][CH:48]=[N:49][C:50]=3[NH2:52])[NH:45][N:44]=2)[CH:40]=[CH:41][CH:42]=1)(C(C)(C)C)(C)C. The catalyst is CN(C=O)C. The product is [NH2:52][C:50]1[N:49]=[CH:48][N:47]=[C:46]2[N:45]([CH2:12][C:6]3[N:5]([CH2:14][C:15]4[CH:20]=[CH:19][CH:18]=[CH:17][C:16]=4[Cl:21])[C:4](=[O:22])[C:3]4[C:8](=[CH:9][CH:10]=[CH:11][C:2]=4[Br:1])[N:7]=3)[N:44]=[C:43]([C:39]3[CH:40]=[CH:41][CH:42]=[C:37]([OH:36])[CH:38]=3)[C:51]=12. The yield is 0.640. (2) The product is [CH3:1][O:2][C:3](=[O:4])[NH:5][CH:6]1[CH2:11][CH2:10][CH2:9][N:8]([CH:12]([C:13](=[O:15])[NH:83][CH2:82][C:81]([C:78]2[CH:79]=[CH:80][C:75]([C:72]3[CH:71]=[CH:70][C:69]([C:66]4[NH:65][C:64]([CH:60]5[CH2:61][CH2:62][CH2:63][N:59]5[C:57](=[O:58])[CH:53]([NH:52][C:51]([O:50][CH3:49])=[O:85])[CH:54]([CH3:56])[CH3:55])=[N:68][CH:67]=4)=[CH:74][CH:73]=3)=[CH:76][CH:77]=2)=[O:84])[CH3:16])[C:7]1=[O:17]. The reactants are [CH3:1][O:2][C:3]([NH:5][CH:6]1[CH2:11][CH2:10][CH2:9][N:8]([CH:12]([CH3:16])[C:13]([OH:15])=O)[C:7]1=[O:17])=[O:4].CN(C(ON1N=NC2C=CC=NC1=2)=[N+](C)C)C.F[P-](F)(F)(F)(F)F.CN1CCOCC1.[CH3:49][O:50][C:51](=[O:85])[NH:52][CH:53]([C:57]([N:59]1[CH2:63][CH2:62][CH2:61][CH:60]1[C:64]1[NH:65][C:66]([C:69]2[CH:74]=[CH:73][C:72]([C:75]3[CH:80]=[CH:79][C:78]([C:81](=[O:84])[CH2:82][NH2:83])=[CH:77][CH:76]=3)=[CH:71][CH:70]=2)=[CH:67][N:68]=1)=[O:58])[CH:54]([CH3:56])[CH3:55]. The catalyst is CN(C)C=O. The yield is 0.990. (3) The reactants are [Cl:1][C:2]1[C:3]([NH:19]CC2C=CC(OC)=C(OC)C=2)=[N:4][C:5]([C:12]2[CH:17]=[CH:16][CH:15]=[C:14]([F:18])[CH:13]=2)=[C:6]([CH:11]=1)[C:7]([O:9][CH3:10])=[O:8].FC(F)(F)C(O)=O. No catalyst specified. The product is [NH2:19][C:3]1[C:2]([Cl:1])=[CH:11][C:6]([C:7]([O:9][CH3:10])=[O:8])=[C:5]([C:12]2[CH:17]=[CH:16][CH:15]=[C:14]([F:18])[CH:13]=2)[N:4]=1. The yield is 0.750. (4) The reactants are [Cl:1][C:2]1[CH:10]=[CH:9][C:5]([C:6]([OH:8])=[O:7])=[CH:4][N:3]=1.[C:11]1(O)[CH:16]=[CH:15][CH:14]=[CH:13][CH:12]=1.C1CCC(N=C=NC2CCCCC2)CC1. The catalyst is CN(C1C=CN=CC=1)C.CCOCC. The product is [Cl:1][C:2]1[CH:10]=[CH:9][C:5]([C:6]([O:8][C:11]2[CH:16]=[CH:15][CH:14]=[CH:13][CH:12]=2)=[O:7])=[CH:4][N:3]=1. The yield is 0.880. (5) The reactants are C[O:2][C:3]([C:5]1[C:6]([C:11]2[CH:16]=[CH:15][C:14]([O:17][C:18]([F:21])([F:20])[F:19])=[CH:13][CH:12]=2)=[N:7][O:8][C:9]=1[CH3:10])=[O:4].[OH-].[Na+]. The catalyst is CO. The product is [CH3:10][C:9]1[O:8][N:7]=[C:6]([C:11]2[CH:16]=[CH:15][C:14]([O:17][C:18]([F:21])([F:19])[F:20])=[CH:13][CH:12]=2)[C:5]=1[C:3]([OH:4])=[O:2]. The yield is 0.970.